This data is from CYP2C19 inhibition data for predicting drug metabolism from PubChem BioAssay. The task is: Regression/Classification. Given a drug SMILES string, predict its absorption, distribution, metabolism, or excretion properties. Task type varies by dataset: regression for continuous measurements (e.g., permeability, clearance, half-life) or binary classification for categorical outcomes (e.g., BBB penetration, CYP inhibition). Dataset: cyp2c19_veith. (1) The compound is COC(=O)[C@@]1(Cc2ccc(OC)cc2)[C@H]2c3cc(C(=O)N4CCCC4)n(CCO)c3C[C@H]2CN1C(=O)c1ccccc1. The result is 0 (non-inhibitor). (2) The molecule is CC(C)(CN)CN. The result is 0 (non-inhibitor). (3) The molecule is COc1ccc(NC(=O)c2ccc(-c3ccc(-c4noc(C)n4)cc3C)cc2)cc1OCCN(C)C. The result is 0 (non-inhibitor). (4) The molecule is C=CCSc1nc(C)cc(/C=C\c2ccccc2)c1C#N. The result is 1 (inhibitor). (5) The compound is Cc1ccnc(NS(=O)(=O)c2ccc(N=[N+]=[N-])cc2)n1. The result is 0 (non-inhibitor). (6) The molecule is CCNc1ncc2nc(C)c(=O)n(C[C@H]3CCCO3)c2n1. The result is 0 (non-inhibitor). (7) The compound is O=C(NC(N1CCCC1)C(Cl)(Cl)Cl)c1ccccc1. The result is 1 (inhibitor).